This data is from Forward reaction prediction with 1.9M reactions from USPTO patents (1976-2016). The task is: Predict the product of the given reaction. (1) Given the reactants [SH:1][C:2]1[CH:10]=[CH:9][C:8]([C:11]2[CH:16]=[CH:15][C:14]([C:17]([CH3:20])([CH3:19])[CH3:18])=[CH:13][CH:12]=2)=[CH:7][C:3]=1[C:4](O)=O.[NH2:21][C:22]1[CH:27]=[CH:26][CH:25]=[CH:24][C:23]=1[SH:28], predict the reaction product. The product is: [S:28]1[C:23]2[CH:24]=[CH:25][CH:26]=[CH:27][C:22]=2[N:21]=[C:4]1[C:3]1[CH:7]=[C:8]([C:11]2[CH:16]=[CH:15][C:14]([C:17]([CH3:20])([CH3:19])[CH3:18])=[CH:13][CH:12]=2)[CH:9]=[CH:10][C:2]=1[SH:1]. (2) Given the reactants [I:1][C:2]1[CH:3]=[C:4]2[C:9](=[CH:10][CH:11]=1)[O:8][C@@H:7]([C:12]([OH:14])=O)[CH2:6][CH2:5]2.[CH2:15]([NH2:22])[C:16]1[CH:21]=[CH:20][CH:19]=[CH:18][CH:17]=1.ON1C2C=CC=CC=2N=N1.Cl.CN(C)CCCN=C=NCC, predict the reaction product. The product is: [CH2:15]([NH:22][C:12]([C@H:7]1[CH2:6][CH2:5][C:4]2[C:9](=[CH:10][CH:11]=[C:2]([I:1])[CH:3]=2)[O:8]1)=[O:14])[C:16]1[CH:21]=[CH:20][CH:19]=[CH:18][CH:17]=1.